Dataset: Full USPTO retrosynthesis dataset with 1.9M reactions from patents (1976-2016). Task: Predict the reactants needed to synthesize the given product. (1) Given the product [Cl:2][C:3]1[C:11]([N+:12]([O-:14])=[O:13])=[C:10]([Cl:15])[C:9]([F:16])=[CH:8][C:4]=1[C:5]([NH2:1])=[O:6], predict the reactants needed to synthesize it. The reactants are: [NH3:1].[Cl:2][C:3]1[C:11]([N+:12]([O-:14])=[O:13])=[C:10]([Cl:15])[C:9]([F:16])=[CH:8][C:4]=1[C:5](Cl)=[O:6]. (2) Given the product [O:24]=[S:25]1(=[O:35])[CH2:30][CH2:29][N:28]([CH2:31][CH2:10][CH2:11][NH:12][C:13](=[O:23])/[CH:14]=[CH:15]/[C:16]2[CH:21]=[CH:20][CH:19]=[CH:18][C:17]=2[F:22])[CH2:27][CH2:26]1, predict the reactants needed to synthesize it. The reactants are: N1([CH2:10][CH2:11][NH:12][C:13](=[O:23])/[CH:14]=[CH:15]/[C:16]2[CH:21]=[CH:20][CH:19]=[CH:18][C:17]=2[F:22])C2C=CC=CC=2N=C1.[O:24]=[S:25]1(=[O:35])[CH2:30][CH2:29][N:28]([CH2:31]CCN)[CH2:27][CH2:26]1.FC1C=CC=CC=1C=CC(O)=O.CCN=C=NCCCN(C)C.Cl.